Task: Regression. Given two drug SMILES strings and cell line genomic features, predict the synergy score measuring deviation from expected non-interaction effect.. Dataset: NCI-60 drug combinations with 297,098 pairs across 59 cell lines (1) Drug 1: CC12CCC(CC1=CCC3C2CCC4(C3CC=C4C5=CN=CC=C5)C)O. Drug 2: C1=NC2=C(N1)C(=S)N=CN2. Cell line: NCIH23. Synergy scores: CSS=8.55, Synergy_ZIP=-7.83, Synergy_Bliss=-9.60, Synergy_Loewe=-14.4, Synergy_HSA=-9.81. (2) Drug 1: C1=NC2=C(N1)C(=S)N=C(N2)N. Drug 2: C1C(C(OC1N2C=NC(=NC2=O)N)CO)O. Cell line: OVCAR3. Synergy scores: CSS=54.5, Synergy_ZIP=-3.46, Synergy_Bliss=-2.70, Synergy_Loewe=-0.252, Synergy_HSA=2.52.